Dataset: Full USPTO retrosynthesis dataset with 1.9M reactions from patents (1976-2016). Task: Predict the reactants needed to synthesize the given product. (1) The reactants are: Cl.[NH:2]1[CH2:7][CH2:6][CH2:5][C@H:4]([C:8]2[N:12]=[C:11]([C:13]3[CH:18]=[CH:17][CH:16]=[CH:15][N:14]=3)[O:10][N:9]=2)[CH2:3]1.[F:19][C:20]1[CH:28]=[CH:27][C:23]([C:24](Cl)=[O:25])=[CH:22][CH:21]=1. Given the product [F:19][C:20]1[CH:28]=[CH:27][C:23]([C:24]([N:2]2[CH2:7][CH2:6][CH2:5][C@H:4]([C:8]3[N:12]=[C:11]([C:13]4[CH:18]=[CH:17][CH:16]=[CH:15][N:14]=4)[O:10][N:9]=3)[CH2:3]2)=[O:25])=[CH:22][CH:21]=1, predict the reactants needed to synthesize it. (2) Given the product [C:25]1([CH:32]=[CH:31][CH:30]=[C:28]([OH:29])[C:27]=1[CH:1]=[O:7])[OH:26], predict the reactants needed to synthesize it. The reactants are: [C:1]1([OH:7])C=CC=CC=1.C(C1C=CC=CC=1O)(CC(C)(C)C)(C)C.C=O.[C:25]1([CH:32]=[CH:31][CH:30]=[C:28]([OH:29])[CH:27]=1)[OH:26]. (3) Given the product [Cl:1][C:2]1[CH:7]=[C:6]([CH2:8][CH2:9][CH:10]([N:40]2[CH2:45][CH2:44][O:43][CH2:42][CH2:41]2)[CH3:11])[C:5]([C:13]#[N:14])=[CH:4][C:3]=1[NH:15][C:16]1[N:21]=[C:20]([NH:22][CH:32]2[CH2:34][CH2:33]2)[C:19]2=[N:35][CH:36]=[C:37]([C:38]#[N:39])[N:18]2[N:17]=1, predict the reactants needed to synthesize it. The reactants are: [Cl:1][C:2]1[CH:7]=[C:6]([CH2:8][CH2:9][C:10](=O)[CH3:11])[C:5]([C:13]#[N:14])=[CH:4][C:3]=1[NH:15][C:16]1[N:21]=[C:20]([N:22]([CH:32]2[CH2:34][CH2:33]2)CC2C=CC(OC)=CC=2)[C:19]2=[N:35][CH:36]=[C:37]([C:38]#[N:39])[N:18]2[N:17]=1.[NH:40]1[CH2:45][CH2:44][O:43][CH2:42][CH2:41]1.C(OC)(OC)OC.C([BH3-])#N.[Na+]. (4) The reactants are: C(OP([C:9]#[N:10])(=O)OCC)C.[CH3:11][C:12]1[CH:20]=[CH:19][C:15]([C:16](O)=[O:17])=[CH:14][C:13]=1[NH:21][C:22]1[N:27]=[C:26]([C:28]2[CH:29]=[N:30][CH:31]=[CH:32][CH:33]=2)[CH:25]=[CH:24][N:23]=1.[OH:34][C:35]([C:38]1[CH:39]=[C:40](N)[CH:41]=[C:42]([C:44]([F:47])([F:46])[F:45])[CH:43]=1)([CH3:37])[CH3:36].C(N(CC)CC)C.C(=O)([O-])O.[Na+]. Given the product [CH3:11][C:12]1[CH:20]=[CH:19][C:15]([C:16]([NH:10][CH2:9][C:40]2[CH:41]=[C:42]([C:44]([F:47])([F:46])[F:45])[CH:43]=[C:38]([C:35]([OH:34])([CH3:37])[CH3:36])[CH:39]=2)=[O:17])=[CH:14][C:13]=1[NH:21][C:22]1[N:27]=[C:26]([C:28]2[CH:29]=[N:30][CH:31]=[CH:32][CH:33]=2)[CH:25]=[CH:24][N:23]=1, predict the reactants needed to synthesize it. (5) Given the product [CH3:1][CH2:2][C@@H:3]1[C@@H:16]([CH2:17][C@H:18]2[NH:27][CH2:26][CH2:25][C:24]3[CH:23]=[C:22]([O:28][CH3:29])[C:21]([O:30][CH3:31])=[CH:20][C:19]2=3)[CH2:15][C@@H:14]2[N:5]([CH2:6][CH2:7][C:8]3[CH:9]=[C:10]([O:34][CH3:35])[C:11]([O:32][CH3:33])=[CH:12][C:13]=32)[CH2:4]1, predict the reactants needed to synthesize it. The reactants are: [CH3:1][CH2:2][C@@H:3]1[C@@H:16]([CH2:17][C@H:18]2[NH:27][CH2:26][CH2:25][C:24]3[C:19]2=[CH:20][C:21]([O:30][CH3:31])=[C:22]([O:28][CH3:29])[CH:23]=3)[CH2:15][C@@H:14]2[N:5]([CH2:6][CH2:7][C:8]3[C:13]2=[CH:12][C:11]([O:32][CH3:33])=[C:10]([O:34][CH3:35])[CH:9]=3)[CH2:4]1.Cl.Cl.[OH-].[Na+].